Dataset: Full USPTO retrosynthesis dataset with 1.9M reactions from patents (1976-2016). Task: Predict the reactants needed to synthesize the given product. Given the product [ClH:51].[CH3:20][C:15]1[N:16]([CH3:19])[C:17]2[C:13]([N:14]=1)=[C:12]([C:21]1[CH:42]=[CH:41][C:24]([O:25][CH2:26][CH2:27][CH:28]3[CH2:29][CH2:30][NH:31][CH2:32][CH2:33]3)=[C:23]([C:43]([F:45])([F:46])[F:44])[CH:22]=1)[N:11]=[C:10]([C:8]#[N:9])[N:18]=2, predict the reactants needed to synthesize it. The reactants are: FC(F)(F)C(O)=O.[C:8]([C:10]1[N:18]=[C:17]2[C:13]([N:14]=[C:15]([CH3:20])[N:16]2[CH3:19])=[C:12]([C:21]2[CH:42]=[CH:41][C:24]([O:25][CH2:26][CH2:27][CH:28]3[CH2:33][CH2:32][N:31](C(OC(C)(C)C)=O)[CH2:30][CH2:29]3)=[C:23]([C:43]([F:46])([F:45])[F:44])[CH:22]=2)[N:11]=1)#[N:9].C(#N)C.C(Cl)[Cl:51].